From a dataset of Reaction yield outcomes from USPTO patents with 853,638 reactions. Predict the reaction yield, written as a fraction of the theoretical maximum amount of product (1.0 means a 100% yield; for example, 0.34 means a 34% yield). (1) The reactants are [NH2:1][C:2]1[S:3][C:4]([CH3:12])=[CH:5][C:6]=1[C:7](OCC)=[O:8].[CH:13]([NH2:15])=O. No catalyst specified. The product is [CH3:12][C:4]1[S:3][C:2]2[N:1]=[CH:13][N:15]=[C:7]([OH:8])[C:6]=2[CH:5]=1. The yield is 0.250. (2) The reactants are [Br:1][C:2]1[CH:7]=[C:6]([C:8]([F:11])([F:10])[F:9])[CH:5]=[CH:4][C:3]=1[S:12][CH2:13][C:14]1[CH:19]=[CH:18][N:17]=[CH:16][CH:15]=1.[OH:20]OS([O-])=O.[K+].[OH2:26].C([O-])([O-])=O.[K+].[K+]. The catalyst is CO.O. The product is [Br:1][C:2]1[CH:7]=[C:6]([C:8]([F:9])([F:10])[F:11])[CH:5]=[CH:4][C:3]=1[S:12]([CH2:13][C:14]1[CH:15]=[CH:16][N:17]=[CH:18][CH:19]=1)(=[O:20])=[O:26]. The yield is 1.00. (3) The reactants are C([O:4][CH2:5][C@@H:6]1[C@@H:11]([O:12]C(=O)C)[C@H:10]([O:16][C@@H:17]2[C@@H:22]([O:23]C(=O)C)[C@@H:21]([O:27]C(=O)C)[C@H:20]([O:31]C(=O)C)[C@@H:19]([CH2:35][O:36]C(=O)C)[O:18]2)[C@H:9]([OH:40])[C@@H:8]([C:41]2[CH:46]=[CH:45][C:44]([O:47][CH3:48])=[C:43]([OH:49])[CH:42]=2)[O:7]1)(=O)C.C([O-])([O-])=O.[K+].[K+]. The catalyst is CO. The product is [OH:40][C@H:9]1[C@@H:10]([O:16][C@@H:17]2[C@@H:22]([OH:23])[C@@H:21]([OH:27])[C@H:20]([OH:31])[C@@H:19]([CH2:35][OH:36])[O:18]2)[C@H:11]([OH:12])[C@@H:6]([CH2:5][OH:4])[O:7][C@@H:8]1[C:41]1[CH:46]=[CH:45][C:44]([O:47][CH3:48])=[C:43]([OH:49])[CH:42]=1. The yield is 0.520. (4) The reactants are Br[C:2]1[C:3]([C:9](O)=O)=[N:4][CH:5]=[C:6]([CH3:8])[CH:7]=1.C([O-])([O-])=O.[K+].[K+].[N:18]1[NH:19][N:20]=[CH:21][CH:22]=1.C[N:24](C=O)C. No catalyst specified. The product is [CH3:8][C:6]1[CH:7]=[C:2]([N:19]2[N:20]=[CH:21][CH:22]=[N:18]2)[C:3]([C:9]#[N:24])=[N:4][CH:5]=1.[CH3:8][C:6]1[CH:7]=[C:2]([N:18]2[CH:22]=[CH:21][N:20]=[N:19]2)[C:3]([C:9]#[N:24])=[N:4][CH:5]=1. The yield is 0.350. (5) The reactants are CN(C)[CH2:3][CH2:4][C:5]([C:7]1[CH:12]=[C:11]([O:13][CH3:14])[C:10]([O:15][CH3:16])=[C:9]([O:17][CH3:18])[CH:8]=1)=[O:6].[OH:20][C:21]1[C:28]([OH:29])=[C:27]([O:30][CH3:31])[CH:26]=[CH:25][C:22]=1C=O.[CH3:32]CN(CC)CC. The catalyst is [Br-].C([N+]1C(C)=C(CCO)SC=1)C. The product is [CH3:18][O:17][C:9]1[CH:8]=[C:7]([CH:12]=[C:11]([O:13][CH3:14])[C:10]=1[O:15][CH3:16])[C:5]([C:4]1[CH2:31][O:30][C:27]2[C:26]([CH:3]=1)=[CH:25][CH:22]=[C:21]([O:20][CH3:32])[C:28]=2[OH:29])=[O:6]. The yield is 0.110. (6) The reactants are [F:1][C:2]([F:20])([F:19])[C:3]1[CH:8]=[CH:7][CH:6]=[CH:5][C:4]=1[C:9]1[CH:10]=[C:11]2[C:16](=[CH:17][CH:18]=1)[CH2:15][NH:14][CH2:13][CH2:12]2.[F:21][C:22]1[CH:32]=[C:31]([N+:33]([O-:35])=[O:34])[CH:30]=[CH:29][C:23]=1[O:24][CH2:25][CH:26]1[CH2:28][O:27]1. No catalyst specified. The product is [F:21][C:22]1[CH:32]=[C:31]([N+:33]([O-:35])=[O:34])[CH:30]=[CH:29][C:23]=1[O:24][CH2:25][CH:26]([OH:27])[CH2:28][N:14]1[CH2:13][CH2:12][C:11]2[C:16](=[CH:17][CH:18]=[C:9]([C:4]3[CH:5]=[CH:6][CH:7]=[CH:8][C:3]=3[C:2]([F:1])([F:19])[F:20])[CH:10]=2)[CH2:15]1. The yield is 0.400. (7) The reactants are [CH2:1]([NH2:5])[CH2:2][CH2:3][CH3:4].[C:6](=[O:8])=[O:7]. No catalyst specified. The product is [CH2:1]([NH:5][C:6](=[O:7])[O-:8])[CH2:2][CH2:3][CH3:4].[CH2:1]([NH3+:5])[CH2:2][CH2:3][CH3:4]. The yield is 0.990. (8) The reactants are C(O)(C(F)(F)F)=O.[C:8]([C:11]1([C:15]2[CH:52]=[CH:51][CH:50]=[CH:49][C:16]=2[CH2:17][CH2:18][C:19]2[C:24]([C:25]([F:28])([F:27])[F:26])=[CH:23][N:22]=[C:21]([NH:29][C:30]3[CH:35]=[CH:34][C:33]([CH:36]4[CH2:41][CH2:40][N:39](C(OC(C)(C)C)=O)[CH2:38][CH2:37]4)=[CH:32][CH:31]=3)[N:20]=2)[CH2:14][CH2:13][CH2:12]1)(=[O:10])[NH2:9]. The catalyst is C(Cl)Cl. The product is [NH:39]1[CH2:40][CH2:41][CH:36]([C:33]2[CH:32]=[CH:31][C:30]([NH:29][C:21]3[N:20]=[C:19]([CH2:18][CH2:17][C:16]4[CH:49]=[CH:50][CH:51]=[CH:52][C:15]=4[C:11]4([C:8]([NH2:9])=[O:10])[CH2:14][CH2:13][CH2:12]4)[C:24]([C:25]([F:28])([F:27])[F:26])=[CH:23][N:22]=3)=[CH:35][CH:34]=2)[CH2:37][CH2:38]1. The yield is 0.300. (9) The reactants are [Cl:1][C:2]1[C:33]([F:34])=[CH:32][CH:31]=[CH:30][C:3]=1[CH2:4][NH:5][C:6](=[O:29])[N:7]([C@H:9]([CH2:14][O:15][C:16](=[O:28])[NH:17][C:18]1[N:19]=[CH:20][C:21]2[C:26]([CH:27]=1)=[CH:25][CH:24]=[CH:23][CH:22]=2)[CH2:10][C:11]([OH:13])=O)[CH3:8].CCN(C(C)C)C(C)C.CN(C(ON1N=NC2C=CC=CC1=2)=[N+](C)C)C.F[P-](F)(F)(F)(F)F.[NH2:68][CH2:69][C:70]1[CH:75]=[N:74][CH:73]=[CH:72][N:71]=1. The catalyst is CCOC(C)=O.CN(C=O)C. The product is [CH:20]1[C:21]2[C:26](=[CH:25][CH:24]=[CH:23][CH:22]=2)[CH:27]=[C:18]([NH:17][C:16](=[O:28])[O:15][CH2:14][C@@H:9]([N:7]([CH3:8])[C:6]([NH:5][CH2:4][C:3]2[CH:30]=[CH:31][CH:32]=[C:33]([F:34])[C:2]=2[Cl:1])=[O:29])[CH2:10][C:11](=[O:13])[NH:68][CH2:69][C:70]2[CH:75]=[N:74][CH:73]=[CH:72][N:71]=2)[N:19]=1. The yield is 0.762. (10) The reactants are [CH3:1][O:2][C:3](=[O:26])[C:4]1[CH:9]=[C:8](OS(C(F)(F)F)(=O)=O)[CH:7]=[C:6]([O:18][CH2:19][C:20]2[CH:25]=[CH:24][CH:23]=[CH:22][CH:21]=2)[CH:5]=1.[C:27](=[O:30])([O-])[O-:28].[Na+].[Na+]. The catalyst is COCCOC.O.C1OC2C=CC(B(O)O)=CC=2O1.C1C=CC([P]([Pd]([P](C2C=CC=CC=2)(C2C=CC=CC=2)C2C=CC=CC=2)([P](C2C=CC=CC=2)(C2C=CC=CC=2)C2C=CC=CC=2)[P](C2C=CC=CC=2)(C2C=CC=CC=2)C2C=CC=CC=2)(C2C=CC=CC=2)C2C=CC=CC=2)=CC=1. The product is [CH3:1][O:2][C:3](=[O:26])[C:4]1[CH:5]=[C:6]([O:18][CH2:19][C:20]2[CH:25]=[CH:24][CH:23]=[CH:22][CH:21]=2)[CH:7]=[C:8]([C:4]2[CH:9]=[CH:8][C:7]3[O:28][CH2:27][O:30][C:6]=3[CH:5]=2)[CH:9]=1. The yield is 0.990.